Task: Regression. Given two drug SMILES strings and cell line genomic features, predict the synergy score measuring deviation from expected non-interaction effect.. Dataset: NCI-60 drug combinations with 297,098 pairs across 59 cell lines (1) Drug 1: CC1CCCC2(C(O2)CC(NC(=O)CC(C(C(=O)C(C1O)C)(C)C)O)C(=CC3=CSC(=N3)C)C)C. Drug 2: CC12CCC3C(C1CCC2OP(=O)(O)O)CCC4=C3C=CC(=C4)OC(=O)N(CCCl)CCCl.[Na+]. Cell line: T-47D. Synergy scores: CSS=29.2, Synergy_ZIP=-2.42, Synergy_Bliss=-9.38, Synergy_Loewe=-15.1, Synergy_HSA=-11.3. (2) Drug 1: CS(=O)(=O)OCCCCOS(=O)(=O)C. Drug 2: C1CC(=O)NC(=O)C1N2C(=O)C3=CC=CC=C3C2=O. Cell line: SN12C. Synergy scores: CSS=-1.23, Synergy_ZIP=0.972, Synergy_Bliss=1.59, Synergy_Loewe=1.40, Synergy_HSA=-0.719. (3) Drug 1: C1=CC(=CC=C1CC(C(=O)O)N)N(CCCl)CCCl.Cl. Drug 2: C1=CC(=CC=C1C#N)C(C2=CC=C(C=C2)C#N)N3C=NC=N3. Cell line: SK-MEL-5. Synergy scores: CSS=9.19, Synergy_ZIP=-0.540, Synergy_Bliss=0.577, Synergy_Loewe=-10.8, Synergy_HSA=-5.86.